From a dataset of Catalyst prediction with 721,799 reactions and 888 catalyst types from USPTO. Predict which catalyst facilitates the given reaction. (1) Product: [F:2][C:3]1[CH:4]=[C:5]([C:9]2[CH:17]=[C:16]3[C:12]([CH2:13][CH2:14][CH:15]3[OH:18])=[CH:11][CH:10]=2)[CH:6]=[CH:7][CH:8]=1. Reactant: [Na].[F:2][C:3]1[CH:4]=[C:5]([C:9]2[CH:17]=[C:16]3[C:12]([CH2:13][CH2:14][C:15]3=[O:18])=[CH:11][CH:10]=2)[CH:6]=[CH:7][CH:8]=1. The catalyst class is: 5. (2) Reactant: [O:1]1[C:5]2[CH:6]=[CH:7][C:8]([C:10]3(O)[CH2:15][CH2:14][O:13][CH2:12][CH2:11]3)=[CH:9][C:4]=2[CH:3]=[CH:2]1.C([SiH](CC)CC)C.C(O)(C(F)(F)F)=O. Product: [O:13]1[CH2:12][CH2:11][CH:10]([C:8]2[CH:7]=[CH:6][C:5]3[O:1][CH:2]=[CH:3][C:4]=3[CH:9]=2)[CH2:15][CH2:14]1. The catalyst class is: 2. (3) Reactant: [C:1](Cl)(=[O:3])[CH3:2].[C:5](O)(=O)[CH3:6].[C:9]1([NH:15][NH2:16])[CH:14]=[CH:13][CH:12]=[CH:11][CH:10]=1. Product: [C:9]1([N:15]2[CH:6]=[C:5]3[C:2]([C:1](=[O:3])[NH:15][C:9]4[CH:10]=[CH:11][CH:12]=[CH:13][C:14]=43)=[N:16]2)[CH:14]=[CH:13][CH:12]=[CH:11][CH:10]=1. The catalyst class is: 8. (4) Reactant: Br[CH2:2][C:3]([C:5]1[CH:10]=[CH:9][CH:8]=[CH:7][C:6]=1[I:11])=O.[C:12]([NH:19][C:20]([NH2:22])=[NH:21])([O:14][C:15]([CH3:18])([CH3:17])[CH3:16])=[O:13].[I-].[Na+]. Product: [C:15]([O:14][C:12]([N:19]1[C:3]([C:5]2[CH:10]=[CH:9][CH:8]=[CH:7][C:6]=2[I:11])=[CH:2][N:21]=[C:20]1[NH2:22])=[O:13])([CH3:18])([CH3:16])[CH3:17]. The catalyst class is: 3. (5) Reactant: [NH2:1][C:2]1[CH:3]=[CH:4][C:5]([Cl:21])=[C:6]([C:8]2[C:9](=[O:20])[N:10]([CH3:19])[C:11]3[C:16]([CH:17]=2)=[CH:15][N:14]=[C:13](Cl)[CH:12]=3)[CH:7]=1.[CH3:22][O:23][C:24]1[CH:32]=[CH:31][C:27]([CH2:28]CN)=[CH:26][CH:25]=1.C1CCN2[C:36](=[N:37]CCC2)CC1.O. Product: [CH3:22][O:23][C:24]1[CH:25]=[CH:26][C:27]([CH2:28][N:37]([CH3:36])[C:13]2[CH:12]=[C:11]3[C:16]([CH:17]=[C:8]([C:6]4[CH:7]=[C:2]([NH2:1])[CH:3]=[CH:4][C:5]=4[Cl:21])[C:9](=[O:20])[N:10]3[CH3:19])=[CH:15][N:14]=2)=[CH:31][CH:32]=1. The catalyst class is: 37. (6) Reactant: [O:1]1[CH:5]([CH2:6]O)[CH2:4][C:3]2[CH:8]=[CH:9][C:10]3[CH2:11][CH2:12][CH2:13][C:14]=3[C:2]1=2.C1(P(C2C=CC=CC=2)C2C=CC=CC=2)C=CC=CC=1.[C:34]1(=[O:44])[NH:38][C:37](=[O:39])[C:36]2=[CH:40][CH:41]=[CH:42][CH:43]=[C:35]12.CCOC(/N=N/C(OCC)=O)=O. Product: [O:1]1[CH:5]([CH2:6][N:38]2[C:34](=[O:44])[C:35]3[C:36](=[CH:40][CH:41]=[CH:42][CH:43]=3)[C:37]2=[O:39])[CH2:4][C:3]2[CH:8]=[CH:9][C:10]3[CH2:11][CH2:12][CH2:13][C:14]=3[C:2]1=2. The catalyst class is: 7. (7) Reactant: [F:1][C:2]1[CH:3]=[C:4]([C:9]2[CH2:14][CH2:13][N:12]([C:15]([O:17]C(C)(C)C)=[O:16])[CH2:11][C:10]=2[C:22]([O:24][CH2:25][CH3:26])=[O:23])[CH:5]=[CH:6][C:7]=1[F:8].[Mg]. Product: [F:1][C:2]1[CH:3]=[C:4]([C@H:9]2[CH2:14][CH2:13][N:12]([C:15]([O:17][CH2:3][CH2:2][CH2:7][CH3:6])=[O:16])[CH2:11][C@H:10]2[C:22]([O:24][CH2:25][CH3:26])=[O:23])[CH:5]=[CH:6][C:7]=1[F:8]. The catalyst class is: 5. (8) Reactant: [H-].[Na+].CN(C=O)C.[C:8]1(=[O:16])[CH2:15][CH2:14][CH2:13][CH2:12][CH2:11][CH2:10][CH2:9]1.Cl[CH2:18][C:19]([O:21]COC)=[CH2:20]. Product: [O:21]=[C:19]([CH3:20])[CH2:18][CH:9]1[CH2:10][CH2:11][CH2:12][CH2:13][CH2:14][CH2:15][C:8]1=[O:16]. The catalyst class is: 25. (9) The catalyst class is: 258. Product: [F:15][C:4]1[C:5]([C:8]2[CH2:12][CH:11]([CH2:13][OH:14])[O:10][N:9]=2)=[N:6][CH:7]=[C:2]([B:16]2[O:20][C:19]([CH3:22])([CH3:21])[C:18]([CH3:24])([CH3:23])[O:17]2)[CH:3]=1. Reactant: Br[C:2]1[CH:3]=[C:4]([F:15])[C:5]([C:8]2[CH2:12][CH:11]([CH2:13][OH:14])[O:10][N:9]=2)=[N:6][CH:7]=1.[B:16]1([B:16]2[O:20][C:19]([CH3:22])([CH3:21])[C:18]([CH3:24])([CH3:23])[O:17]2)[O:20][C:19]([CH3:22])([CH3:21])[C:18]([CH3:24])([CH3:23])[O:17]1.CC([O-])=O.[K+].CO. (10) Reactant: Cl[C:2]1[N:7]=[C:6]([NH:8][C:9]2[CH:13]=[C:12]([CH:14]3[CH2:16][CH2:15]3)[NH:11][N:10]=2)[CH:5]=[C:4]([Cl:17])[N:3]=1.C(N(C(C)C)CC)(C)C.[C:27]1([C:33]2[CH:37]=[C:36]([CH2:38][NH2:39])[O:35][N:34]=2)[CH:32]=[CH:31][CH:30]=[CH:29][CH:28]=1. Product: [Cl:17][C:4]1[N:3]=[C:2]([NH:39][CH2:38][C:36]2[O:35][N:34]=[C:33]([C:27]3[CH:28]=[CH:29][CH:30]=[CH:31][CH:32]=3)[CH:37]=2)[N:7]=[C:6]([NH:8][C:9]2[CH:13]=[C:12]([CH:14]3[CH2:16][CH2:15]3)[NH:11][N:10]=2)[CH:5]=1. The catalyst class is: 51.